From a dataset of Full USPTO retrosynthesis dataset with 1.9M reactions from patents (1976-2016). Predict the reactants needed to synthesize the given product. (1) Given the product [NH2:8][C:9]1[CH:10]=[CH:11][C:12]([CH3:22])=[C:13]([NH:15][C:16](=[O:21])[CH2:17][OH:18])[CH:14]=1, predict the reactants needed to synthesize it. The reactants are: C(OC([NH:8][C:9]1[CH:10]=[CH:11][C:12]([CH3:22])=[C:13]([NH:15][C:16](=[O:21])[C:17](OC)=[O:18])[CH:14]=1)=O)(C)(C)C.NC1C=C(NC(=O)OC(C)(C)C)C=CC=1C.ClC(=O)C(OC)=O.C(N(CC)C(C)C)(C)C. (2) Given the product [CH3:1][C@H:2]([O:5][C:6]1[CH:7]=[C:8]([CH:13]=[C:14]([O:16][CH2:17][C:18]2[CH:19]=[CH:20][CH:21]=[CH:22][CH:23]=2)[CH:15]=1)[C:9]([OH:11])=[O:10])[CH2:3][CH3:4], predict the reactants needed to synthesize it. The reactants are: [CH3:1][C@H:2]([O:5][C:6]1[CH:7]=[C:8]([CH:13]=[C:14]([O:16][CH2:17][C:18]2[CH:23]=[CH:22][CH:21]=[CH:20][CH:19]=2)[CH:15]=1)[C:9]([O:11]C)=[O:10])[CH2:3][CH3:4].[OH-].[Na+].